From a dataset of Forward reaction prediction with 1.9M reactions from USPTO patents (1976-2016). Predict the product of the given reaction. Given the reactants [Cl:1][C:2]1[CH:7]=[CH:6][N:5]2[C:8]([C:11]3[CH:18]=[CH:17][C:14]([CH2:15][NH2:16])=[CH:13][CH:12]=3)=[CH:9][N:10]=[C:4]2[CH:3]=1.C(N(C(C)C)CC)(C)C.[F:28][C:29]([F:40])([F:39])[C:30]1[CH:31]=[C:32]([N:36]=[C:37]=[O:38])[CH:33]=[CH:34][CH:35]=1.N, predict the reaction product. The product is: [Cl:1][C:2]1[CH:7]=[CH:6][N:5]2[C:8]([C:11]3[CH:18]=[CH:17][C:14]([CH2:15][NH:16][C:37]([NH:36][C:32]4[CH:33]=[CH:34][CH:35]=[C:30]([C:29]([F:28])([F:39])[F:40])[CH:31]=4)=[O:38])=[CH:13][CH:12]=3)=[CH:9][N:10]=[C:4]2[CH:3]=1.